Dataset: Full USPTO retrosynthesis dataset with 1.9M reactions from patents (1976-2016). Task: Predict the reactants needed to synthesize the given product. Given the product [CH2:11]([N:5]1[C:6]2[C:29](=[CH:24][CH:25]=[CH:26][CH:2]=2)[CH:30]=[C:31]([CH3:22])[CH2:4]1)[CH2:12][CH2:13][CH2:14][CH2:15][CH2:16][CH2:17][CH3:18].[Br-:10].[Cl:1][C:2]1[NH:3][CH:4]=[NH+:5][C:6]=1[Cl:7], predict the reactants needed to synthesize it. The reactants are: [Cl:1][C:2]1[N:3]=[CH:4][NH:5][C:6]=1[Cl:7].[OH-].[K+].[Br:10][CH2:11][CH2:12][CH2:13][CH2:14][CH2:15][CH2:16][CH2:17][CH3:18].Cl.ClC[C:22]1[CH:31]=[CH:30][C:29]2[C:24](=[CH:25][CH:26]=CC=2)N=1.